This data is from HIV replication inhibition screening data with 41,000+ compounds from the AIDS Antiviral Screen. The task is: Binary Classification. Given a drug SMILES string, predict its activity (active/inactive) in a high-throughput screening assay against a specified biological target. (1) The molecule is Nc1nc(N)c2ncn(CCOC(c3ccccc3)P(=O)(O)O)c2n1.[NaH]. The result is 0 (inactive). (2) The compound is CC1=C[PH](CCc2ccccc2)(CCc2ccccc2)C=C1C. The result is 0 (inactive). (3) The molecule is CC(=O)OCCn1cnc2c(NCC=C(C)C)ncnc21. The result is 0 (inactive). (4) The result is 0 (inactive). The compound is CN(C)Cc1cc(C(=O)C=Cc2ccc(Cl)c(Cl)c2)cc(CN(C)C)c1O.Cl. (5) The drug is COc1cc2c(cc1O)C1C(O2)c2cc3c(cc2OC1(C)C)OC(C)(C)CC3. The result is 0 (inactive).